Task: Predict the reactants needed to synthesize the given product.. Dataset: Full USPTO retrosynthesis dataset with 1.9M reactions from patents (1976-2016) Given the product [CH3:14][O:15][C:16]([C:18]1[O:19][C:20]([CH3:25])=[C:21]([CH2:23][NH:7][C:4]2[CH:3]=[CH:2][C:1]([C:8]3[CH:13]=[CH:12][CH:11]=[CH:10][CH:9]=3)=[CH:6][CH:5]=2)[CH:22]=1)=[O:17], predict the reactants needed to synthesize it. The reactants are: [C:1]1([C:8]2[CH:13]=[CH:12][CH:11]=[CH:10][CH:9]=2)[CH:6]=[CH:5][C:4]([NH2:7])=[CH:3][CH:2]=1.[CH3:14][O:15][C:16]([C:18]1[O:19][C:20]([CH3:25])=[C:21]([CH:23]=O)[CH:22]=1)=[O:17].C([BH3-])#N.[Na+].